From a dataset of Catalyst prediction with 721,799 reactions and 888 catalyst types from USPTO. Predict which catalyst facilitates the given reaction. (1) Reactant: [C:1]([N:3]=[C:4]([N:7]1[CH2:12][CH2:11][C:10]([CH2:27][C:28]#[N:29])([N:13]2[CH:17]=[C:16]([C:18]3[C:19]4[CH:26]=[CH:25][NH:24][C:20]=4[N:21]=[CH:22][N:23]=3)[CH:15]=[N:14]2)[CH2:9][CH2:8]1)SC)#[N:2].CO.[NH3:32]. Product: [C:1]([N:3]=[C:4]([N:7]1[CH2:12][CH2:11][C:10]([CH2:27][C:28]#[N:29])([N:13]2[CH:17]=[C:16]([C:18]3[C:19]4[CH:26]=[CH:25][NH:24][C:20]=4[N:21]=[CH:22][N:23]=3)[CH:15]=[N:14]2)[CH2:9][CH2:8]1)[NH2:32])#[N:2]. The catalyst class is: 32. (2) Reactant: Cl[C:2]1[CH:27]=[CH:26][C:5]([C:6]([NH:8][C:9]2[CH:14]=[C:13]([CH2:15][NH:16][C@@H:17]([C:19]3[CH:24]=[CH:23][CH:22]=[CH:21][CH:20]=3)[CH3:18])[CH:12]=[CH:11][C:10]=2[Cl:25])=[O:7])=[CH:4][N:3]=1.[CH3:28][NH:29][CH3:30]. Product: [Cl:25][C:10]1[CH:11]=[CH:12][C:13]([CH2:15][NH:16][C@@H:17]([C:19]2[CH:24]=[CH:23][CH:22]=[CH:21][CH:20]=2)[CH3:18])=[CH:14][C:9]=1[NH:8][C:6](=[O:7])[C:5]1[CH:26]=[CH:27][C:2]([N:29]([CH3:30])[CH3:28])=[N:3][CH:4]=1. The catalyst class is: 1. (3) Reactant: [OH:1][N:2]1[C:6](=[O:7])[CH2:5][CH2:4][C:3]1=[O:8].[CH3:9][O:10][C:11](=[O:17])[CH2:12][CH2:13][C:14](Cl)=[O:15].C(N(CC)CC)C. Product: [CH3:9][O:10][C:11](=[O:17])[CH2:12][CH2:13][C:14]([O:1][N:2]1[C:6](=[O:7])[CH2:5][CH2:4][C:3]1=[O:8])=[O:15]. The catalyst class is: 13.